The task is: Predict the reaction yield, written as a fraction of the theoretical maximum amount of product (1.0 means a 100% yield; for example, 0.34 means a 34% yield).. This data is from Reaction yield outcomes from USPTO patents with 853,638 reactions. (1) The yield is 0.380. The product is [Br:1][C:2]1[CH:3]=[C:4]([F:10])[C:5]([O:8][CH3:9])=[C:6]([CH:12]([CH3:13])[CH3:11])[CH:7]=1. No catalyst specified. The reactants are [Br:1][C:2]1[CH:7]=[CH:6][C:5]([O:8][CH3:9])=[C:4]([F:10])[CH:3]=1.[CH3:11][CH:12](O)[CH3:13].OS(O)(=O)=O. (2) The yield is 0.880. The reactants are [H-].[Na+].[F:3][C:4]1[CH:9]=[C:8]([N+:10]([O-:12])=[O:11])[CH:7]=[CH:6][C:5]=1[NH:13][C:14]1[C:23]2[C:18](=[CH:19][C:20]([O:26][CH3:27])=[C:21]([O:24][CH3:25])[CH:22]=2)[N:17]=[CH:16][CH:15]=1.[CH3:28]I. The catalyst is CN(C=O)C. The product is [F:3][C:4]1[CH:9]=[C:8]([N+:10]([O-:12])=[O:11])[CH:7]=[CH:6][C:5]=1[N:13]([CH3:28])[C:14]1[C:23]2[C:18](=[CH:19][C:20]([O:26][CH3:27])=[C:21]([O:24][CH3:25])[CH:22]=2)[N:17]=[CH:16][CH:15]=1. (3) The reactants are C([O:4][CH:5]1[CH2:10][CH2:9][CH2:8][CH:7]([N:11]2[C:15]3[CH:16]=[C:17]([Cl:21])[C:18]([Cl:20])=[CH:19][C:14]=3[N:13]=[C:12]2[Br:22])[CH:6]1[O:23]C(=O)C)(=O)C.CO.O.C(=O)([O-])[O-].[Na+].[Na+]. The catalyst is C(O)C. The product is [Br:22][C:12]1[N:11]([CH:7]2[CH2:8][CH2:9][CH2:10][CH:5]([OH:4])[CH:6]2[OH:23])[C:15]2[CH:16]=[C:17]([Cl:21])[C:18]([Cl:20])=[CH:19][C:14]=2[N:13]=1. The yield is 0.450.